From a dataset of Experimentally validated miRNA-target interactions with 360,000+ pairs, plus equal number of negative samples. Binary Classification. Given a miRNA mature sequence and a target amino acid sequence, predict their likelihood of interaction. (1) The miRNA is hsa-miR-6758-5p with sequence UAGAGAGGGGAAGGAUGUGAUGU. Result: 0 (no interaction). The protein sequence of the target gene is MAARPLPVSPARALLLALAGALLAPCEARGVSLWNQGRADEVVSASVGSGDLWIPVKSFDSKNHPEVLNIRLQRESKELIINLERNEGLIASSFTETHYLQDGTDVSLARNYTVILGHCYYHGHVRGYSDSAVSLSTCSGLRGLIVFENESYVLEPMKSATNRYKLFPAKKLKSVRGSCGSHHNTPNLAAKNVFPPPSQTWARRHKRETLKATKYVELVIVADNREFQRQGKDLEKVKQRLIEIANHVDKFYRPLNIRIVLVGVEVWNDMDKCSVSQDPFTSLHEFLDWRKMKLLPRKSH.... (2) The miRNA is hsa-miR-6510-5p with sequence CAGCAGGGGAGAGAGAGGAGUC. The protein sequence of the target gene is MAHLGPTPPPHSLNYKSEDRLSEQDWPAYFKVPCCGVDTSQIESEEAEVDVRERETQRDREPKRARDLTLRDSCTDNSMQFGTRTTTAEPGFMGTWQNADTNLLFRMSQQAIRCTLVNCTCECFQPGKINLRTCDQCKHGWVAHALDKLSTQHLYHPTQVEIVQSNVVFDISSLMLYGTQAVPVRLKILLDRLFSVLKQEEVLHILHGLGWTLRDYVRGYILQDAAGKVLDRWAIMSREEEIITLQQFLRFGETKSIVELMAIQEKEGQAVAVPSSKTDSDIRTFIESNNRTRSPSLLAH.... Result: 1 (interaction). (3) The miRNA is hsa-miR-1290 with sequence UGGAUUUUUGGAUCAGGGA. The protein sequence of the target gene is MAAAVGRLLRASVARHVSAIPWGISATAALRPAACGRTSLTNLLCSGSSQAKLFSTSSSCHAPAVTQHAPYFKGTAVVNGEFKDLSLDDFKGKYLVLFFYPLDFTFVCPTEIVAFSDKANEFHDVNCEVVAVSVDSHFSHLAWINTPRKNGGLGHMNIALLSDLTKQISRDYGVLLEGSGLALRGLFIIDPNGVIKHLSVNDLPVGRSVEETLRLVKAFQYVETHGEVCPANWTPDSPTIKPSPAASKEYFQKVNQ. Result: 1 (interaction). (4) The miRNA is mmu-miR-1933-5p with sequence AGUCAUGGUGUUCGGUCUUAGUUU. The protein sequence of the target gene is METSRSRGGGGAVSERGGAGASVGVCRRKAEAGAGTGTLAADMDLHCDCAAETPAAEPPSGKINKAAFKLFKKRKSGGTMPSIFGVKNKGDGKSSGPTGLVRSRTHDGLAEVLVLESGRKEEPRGGGDSGGGGGGRPNPGPPRAAGPGGGSLASSSVAKSHSFFSLLKKNGRSENGKGEPVDASKAGGKQKRGLRGLFSGMRWHRKDKRAKAEAAEGRAPGGGLILPGSLTASLECVKEETPRAAREPEEPSQDAPRDPAGEPAGGEEVPAPADRAPARSCREAEGLAHPGDTGARGEDA.... Result: 0 (no interaction). (5) The miRNA is hsa-miR-3668 with sequence AAUGUAGAGAUUGAUCAAAAU. Result: 0 (no interaction). The protein sequence of the target gene is MGCTLSAEDKAAVERSKMIDRNLREDGEKAAKEVKLLLLGAGESGKSTIVKQMKIIHEDGYSEDECKQYKVVVYSNTIQSIIAIIRAMGRLKIDFGEAARADDARQLFVLAGSAEEGVMTPELAGVIKRLWRDGGVQACFSRSREYQLNDSASYYLNDLDRISQSNYIPTQQDVLRTRVKTTGIVETHFTFKDLYFKMFDVGGQRSERKKWIHCFEGVTAIIFCVALSDYDLVLAEDEEMNRMHESMKLFDSICNNKWFTETSIILFLNKKDLFEEKIKRSPLTICYPEYTGSNTYEEAA.... (6) The miRNA is hsa-miR-4497 with sequence CUCCGGGACGGCUGGGC. The protein sequence of the target gene is MAPQSLPSSRMAPLGMLLGLLMAACFTFCLSHQNLKEFALTNPEKSSTKETERKETKAEEELDAEVLEVFHPTHEWQALQPGQAVPAGSHVRLNLQTGEREAKLQYEDKFRNNLKGKRLDINTNTYTSQDLKSALAKFKEGAEMESSKEDKARQAEVKRLFRPIEELKKDFDELNVVIETDMQIMVRLINKFNSSSSSLEEKIAALFDLEYYVHQMDNAQDLLSFGGLQVVINGLNSTEPLVKEYAAFVLGAAFSSNPKVQVEAIEGGALQKLLVILATEQPLTAKKKVLFALCSLLRHF.... Result: 0 (no interaction).